From a dataset of Full USPTO retrosynthesis dataset with 1.9M reactions from patents (1976-2016). Predict the reactants needed to synthesize the given product. (1) Given the product [CH2:15]([O:14][C:12](=[O:13])[CH2:11][CH2:10][C:9]1[C:4]([NH:3][CH2:1][CH3:2])=[N:5][C:6]([NH:17][C:18]2[CH:19]=[CH:20][CH:21]=[CH:22][CH:23]=2)=[N:7][CH:8]=1)[CH3:16], predict the reactants needed to synthesize it. The reactants are: [CH2:1]([NH:3][C:4]1[C:9]([CH:10]=[CH:11][C:12]([O:14][CH2:15][CH3:16])=[O:13])=[CH:8][N:7]=[C:6]([NH:17][C:18]2[CH:23]=[CH:22][CH:21]=[CH:20][CH:19]=2)[N:5]=1)[CH3:2]. (2) Given the product [CH3:1][C:2]1[CH:10]=[C:9]([CH3:11])[CH:8]=[CH:7][C:3]=1[C:4]([NH:34][CH2:33][C:29]1[CH:28]=[C:27]([CH:32]=[CH:31][CH:30]=1)[O:26][C:23]1[CH:24]=[CH:25][C:20]([O:19][C:16]([CH3:18])([CH3:17])[C:15]([OH:36])=[O:14])=[C:21]([CH3:35])[CH:22]=1)=[O:6], predict the reactants needed to synthesize it. The reactants are: [CH3:1][C:2]1[CH:10]=[C:9]([CH3:11])[CH:8]=[CH:7][C:3]=1[C:4]([OH:6])=O.C([O:14][C:15](=[O:36])[C:16]([O:19][C:20]1[CH:25]=[CH:24][C:23]([O:26][C:27]2[CH:32]=[CH:31][CH:30]=[C:29]([CH2:33][NH2:34])[CH:28]=2)=[CH:22][C:21]=1[CH3:35])([CH3:18])[CH3:17])C. (3) The reactants are: C[N:2](C)/[CH:3]=[CH:4]/[C:5]([C:7]1[C:12](=[O:13])[CH:11]=[CH:10][N:9]([C:14]2[CH:19]=[CH:18][CH:17]=[C:16]([S:20]([CH3:23])(=[O:22])=[O:21])[CH:15]=2)[N:8]=1)=O.[Cl:25][C:26]1[CH:31]=[CH:30][C:29]([NH:32]N)=[CH:28][CH:27]=1. Given the product [Cl:25][C:26]1[CH:31]=[CH:30][C:29]([N:32]2[C:5]([C:7]3[C:12](=[O:13])[CH:11]=[CH:10][N:9]([C:14]4[CH:19]=[CH:18][CH:17]=[C:16]([S:20]([CH3:23])(=[O:22])=[O:21])[CH:15]=4)[N:8]=3)=[CH:4][CH:3]=[N:2]2)=[CH:28][CH:27]=1, predict the reactants needed to synthesize it. (4) Given the product [C:40]([N:4]1[CH2:5][CH2:6][CH2:7][N:1]([C:8]2[N:16]3[C@@H:17]([C:20]4[CH:25]=[CH:24][CH:23]=[CH:22][N:21]=4)[CH2:18][O:19][C:14]4=[C:15]3[C:10](=[CH:11][CH:12]=[C:13]4[C:26]3[C:27]([CH3:32])=[N:28][O:29][C:30]=3[CH3:31])[N:9]=2)[CH2:2][CH2:3]1)(=[O:42])[CH3:41], predict the reactants needed to synthesize it. The reactants are: [N:1]1([C:8]2[N:16]3[C@@H:17]([C:20]4[CH:25]=[CH:24][CH:23]=[CH:22][N:21]=4)[CH2:18][O:19][C:14]4=[C:15]3[C:10](=[CH:11][CH:12]=[C:13]4[C:26]3[C:27]([CH3:32])=[N:28][O:29][C:30]=3[CH3:31])[N:9]=2)[CH2:7][CH2:6][CH2:5][NH:4][CH2:3][CH2:2]1.C(N(CC)CC)C.[C:40](Cl)(=[O:42])[CH3:41]. (5) Given the product [CH2:1]([O:3][C:4]1[CH:5]=[C:6]2[C:11](=[C:12]3[CH2:16][C:15]([CH3:18])([CH3:17])[O:14][C:13]=13)[C:10]([C:19]1[CH:28]=[CH:27][C:22]([C:23]([O:25][CH3:26])=[O:24])=[C:21]([NH:29][CH2:36][C:37]3[CH:46]=[CH:45][C:44]4[C:39](=[CH:40][CH:41]=[CH:42][CH:43]=4)[N:38]=3)[CH:20]=1)=[N:9][C:8]([CH3:47])([CH3:48])[CH2:7]2)[CH3:2], predict the reactants needed to synthesize it. The reactants are: [CH2:1]([O:3][C:4]1[CH:5]=[C:6]2[C:11](=[C:12]3[CH2:16][C:15]([CH3:18])([CH3:17])[O:14][C:13]=13)[C:10]([C:19]1[CH:28]=[CH:27][C:22]([C:23]([O:25][CH3:26])=[O:24])=[C:21]([N:29]([CH2:36][C:37]3[CH:46]=[CH:45][C:44]4[C:39](=[CH:40][CH:41]=[CH:42][CH:43]=4)[N:38]=3)C(=O)C(F)(F)F)[CH:20]=1)=[N:9][C:8]([CH3:48])([CH3:47])[CH2:7]2)[CH3:2].C(=O)([O-])[O-].[K+].[K+].